Dataset: Forward reaction prediction with 1.9M reactions from USPTO patents (1976-2016). Task: Predict the product of the given reaction. (1) The product is: [O:1]=[C:2]1[S:6][C:5]([C:7]2[CH:8]=[CH:9][C:10]([C:11]([OH:13])=[O:12])=[CH:15][CH:16]=2)=[C:4]([C:17]2[CH:18]=[CH:19][C:20]([S:30]([OH:33])(=[O:32])=[O:31])=[CH:21][CH:22]=2)[S:3]1. Given the reactants [O:1]=[C:2]1[S:6][C:5]([C:7]2[CH:16]=[CH:15][C:10]([C:11]([O:13]C)=[O:12])=[CH:9][CH:8]=2)=[C:4]([C:17]2[CH:22]=[CH:21][CH:20]=[CH:19][CH:18]=2)[S:3]1.[OH-].[Na+].C([O-])(O)=O.[Na+].[S:30](=O)(=[O:33])([OH:32])[OH:31], predict the reaction product. (2) Given the reactants Cl[CH2:2][CH2:3][CH2:4][CH2:5][O:6][C:7]1[CH:8]=[N:9][CH:10]=[CH:11][CH:12]=1.[CH3:13][NH:14][CH3:15], predict the reaction product. The product is: [CH3:13][N:14]([CH3:15])[CH2:2][CH2:3][CH2:4][CH2:5][O:6][C:7]1[CH:8]=[N:9][CH:10]=[CH:11][CH:12]=1. (3) Given the reactants [CH:1]1[C:13]2[CH:12]([CH2:14][O:15][C:16]([NH:18][C@:19]34[CH2:55][CH2:54][C@@H:53]([C:56]5([CH3:59])[CH2:58][O:57]5)[C@@H:20]3[C@@H:21]3[C@@:34]([CH3:37])([CH2:35][CH2:36]4)[C@@:33]4([CH3:38])[C@@H:24]([C@:25]5([CH3:52])[C@@H:30]([CH2:31][CH2:32]4)[C:29]([CH3:40])([CH3:39])[C:28]([C:41]4[CH:50]=[CH:49][C:44]([C:45]([O:47][CH3:48])=[O:46])=[C:43]([F:51])[CH:42]=4)=[CH:27][CH2:26]5)[CH2:23][CH2:22]3)=[O:17])[C:11]3[C:6](=[CH:7][CH:8]=[CH:9][CH:10]=3)[C:5]=2[CH:4]=[CH:3][CH:2]=1.B(F)(F)F.CCOCC, predict the reaction product. The product is: [CH:1]1[C:13]2[CH:12]([CH2:14][O:15][C:16]([NH:18][C@:19]34[CH2:55][CH2:54][C@@H:53]([CH:56]([CH3:59])[CH:58]=[O:57])[C@@H:20]3[C@@H:21]3[C@@:34]([CH3:37])([CH2:35][CH2:36]4)[C@@:33]4([CH3:38])[C@@H:24]([C@:25]5([CH3:52])[C@@H:30]([CH2:31][CH2:32]4)[C:29]([CH3:40])([CH3:39])[C:28]([C:41]4[CH:50]=[CH:49][C:44]([C:45]([O:47][CH3:48])=[O:46])=[C:43]([F:51])[CH:42]=4)=[CH:27][CH2:26]5)[CH2:23][CH2:22]3)=[O:17])[C:11]3[C:6](=[CH:7][CH:8]=[CH:9][CH:10]=3)[C:5]=2[CH:4]=[CH:3][CH:2]=1. (4) Given the reactants [CH:1]1([C:4]2[C:5](=O)[CH2:6][CH2:7][C:8]=2[OH:9])[CH2:3][CH2:2]1.[CH:11]([C:13]([CH3:15])=[O:14])=[CH2:12].N1CCC[C@H]1C(O)=O.CC(O)=O, predict the reaction product. The product is: [CH:1]1([C@@:4]23[C:8](=[O:9])[CH2:7][CH2:6][C:5]2=[CH:15][C:13](=[O:14])[CH2:11][CH2:12]3)[CH2:2][CH2:3]1. (5) Given the reactants [Na+].[CH3:2][O:3][C:4]1[CH:5]=[C:6]([CH2:10][S:11]([O-:14])(=O)=[O:12])[CH:7]=[CH:8][CH:9]=1.C(Cl)[Cl:16], predict the reaction product. The product is: [CH3:2][O:3][C:4]1[CH:5]=[C:6]([CH2:10][S:11]([Cl:16])(=[O:14])=[O:12])[CH:7]=[CH:8][CH:9]=1. (6) Given the reactants [C:1]([NH:9][NH2:10])(=[O:8])[C:2]1[CH:7]=[CH:6][CH:5]=[CH:4][CH:3]=1.[C:11]([O:18][CH3:19])(=[O:17])[CH2:12][CH2:13][C:14]([O-])=[O:15].F[P-](F)(F)(F)(F)F.N1(O[P+](N(C)C)(N(C)C)N(C)C)C2C=CC=CC=2N=N1.C(N(CC)C(C)C)(C)C, predict the reaction product. The product is: [C:1]([NH:9][NH:10][C:14](=[O:15])[CH2:13][CH2:12][C:11]([O:18][CH3:19])=[O:17])(=[O:8])[C:2]1[CH:7]=[CH:6][CH:5]=[CH:4][CH:3]=1. (7) The product is: [CH3:20][C:18]([CH3:19])([CH3:21])[C:17]([C:16]1[C:10]2[C:11](=[N:12][CH:13]=[C:8]([C:4]3[CH:3]=[C:2]([NH:1][S:38]([C:32]4[CH:37]=[CH:36][CH:35]=[CH:34][CH:33]=4)(=[O:40])=[O:39])[CH:7]=[CH:6][CH:5]=3)[N:9]=2)[NH:14][CH:15]=1)=[O:22]. Given the reactants [NH2:1][C:2]1[CH:3]=[C:4]([C:8]2[N:9]=[C:10]3[C:16]([C:17](=[O:22])[C:18]([CH3:21])([CH3:20])[CH3:19])=[CH:15][NH:14][C:11]3=[N:12][CH:13]=2)[CH:5]=[CH:6][CH:7]=1.C(N(C(C)C)CC)(C)C.[C:32]1([S:38](Cl)(=[O:40])=[O:39])[CH:37]=[CH:36][CH:35]=[CH:34][CH:33]=1.[OH-].[Na+], predict the reaction product. (8) Given the reactants [F:1][CH:2]([F:24])[O:3][C:4]1[CH:9]=[CH:8][C:7]([C:10]2[C:11]([NH2:22])=[CH:12][C:13]([N:16]3[CH2:21][CH2:20][O:19][CH2:18][CH2:17]3)=[N:14][CH:15]=2)=[CH:6][C:5]=1[F:23].Cl[C:26]1[C:35]2[C:30](=[CH:31][C:32]([F:37])=[CH:33][C:34]=2[F:36])[N:29]=[C:28]([N:38]2[CH2:42][C:41]([CH3:44])([CH3:43])[CH2:40][C:39]2=[O:45])[C:27]=1[CH3:46].C1(P(C2CCCCC2)C2C=CC=CC=2C2C(C(C)C)=CC(C(C)C)=CC=2C(C)C)CCCCC1.CC(C)([O-])C.[Na+], predict the reaction product. The product is: [F:24][CH:2]([F:1])[O:3][C:4]1[CH:9]=[CH:8][C:7]([C:10]2[C:11]([NH:22][C:26]3[C:35]4[C:30](=[CH:31][C:32]([F:37])=[CH:33][C:34]=4[F:36])[N:29]=[C:28]([N:38]4[CH2:42][C:41]([CH3:43])([CH3:44])[CH2:40][C:39]4=[O:45])[C:27]=3[CH3:46])=[CH:12][C:13]([N:16]3[CH2:17][CH2:18][O:19][CH2:20][CH2:21]3)=[N:14][CH:15]=2)=[CH:6][C:5]=1[F:23].